Predict the reactants needed to synthesize the given product. From a dataset of Full USPTO retrosynthesis dataset with 1.9M reactions from patents (1976-2016). (1) Given the product [CH3:29][C:23]1[CH:24]=[CH:25][CH:26]=[C:27]([CH3:28])[C:22]=1[N:6]1[C:7]2[C:12](=[CH:11][CH:10]=[CH:9][CH:8]=2)[CH2:13][C:14]2[CH:1]=[CH:2][CH:3]=[CH:4][C:5]1=2, predict the reactants needed to synthesize it. The reactants are: [CH:1]1[C:14]2[CH2:13][C:12]3[C:7](=[CH:8][CH:9]=[CH:10][CH:11]=3)[NH:6][C:5]=2[CH:4]=[CH:3][CH:2]=1.CC(C)([O-])C.[Na+].Br[C:22]1[C:27]([CH3:28])=[CH:26][CH:25]=[CH:24][C:23]=1[CH3:29]. (2) Given the product [CH:1]([N:4]1[CH2:9][CH2:8][CH:7]([N:10]([CH2:11][C:12]2[S:13][CH:14]=[CH:15][N:16]=2)[S:30]([CH2:29][CH2:28][N:19]2[C:18](=[O:17])[C:26]3[C:21](=[CH:22][CH:23]=[CH:24][CH:25]=3)[C:20]2=[O:27])(=[O:31])=[O:32])[CH2:6][CH2:5]1)([CH3:3])[CH3:2], predict the reactants needed to synthesize it. The reactants are: [CH:1]([N:4]1[CH2:9][CH2:8][CH:7]([NH:10][CH2:11][C:12]2[S:13][CH:14]=[CH:15][N:16]=2)[CH2:6][CH2:5]1)([CH3:3])[CH3:2].[O:17]=[C:18]1[C:26]2[C:21](=[CH:22][CH:23]=[CH:24][CH:25]=2)[C:20](=[O:27])[N:19]1[CH2:28][CH2:29][S:30](Cl)(=[O:32])=[O:31]. (3) Given the product [C:1]([O:4][C@@H:5]1[C@@H:13]([C@@:14]2([CH3:27])[CH2:19][CH2:18][C@H:17]([O:20][C:21](=[O:23])[CH3:22])[CH2:16][C@@H:15]2[CH2:24][CH2:30][N:31]2[CH2:36][CH2:35][N:34]([CH3:39])[CH2:33][CH2:32]2)[CH2:12][CH2:11][C@@:10]2([CH3:28])[C@H:6]1[CH2:7][CH2:8][C:9]2=[CH2:29])(=[O:3])[CH3:2], predict the reactants needed to synthesize it. The reactants are: [C:1]([O:4][C@@H:5]1[C@@H:13]([C@@:14]2([CH3:27])[CH2:19][CH2:18][C@H:17]([O:20][C:21](=[O:23])[CH3:22])[CH2:16][C@@H:15]2[CH2:24]C=O)[CH2:12][CH2:11][C@@:10]2([CH3:28])[C@H:6]1[CH2:7][CH2:8][C:9]2=[CH2:29])(=[O:3])[CH3:2].[CH3:30][N:31]1[CH2:36][CH2:35][NH:34][CH2:33][CH2:32]1.[BH-](OC(C)=O)(OC(C)=O)O[C:39](C)=O.[Na+].